Dataset: Peptide-MHC class II binding affinity with 134,281 pairs from IEDB. Task: Regression. Given a peptide amino acid sequence and an MHC pseudo amino acid sequence, predict their binding affinity value. This is MHC class II binding data. (1) The peptide sequence is GELQIVDKIDAQFKI. The MHC is DRB3_0202 with pseudo-sequence DRB3_0202. The binding affinity (normalized) is 0.153. (2) The peptide sequence is GELQIVDKINAAFKI. The MHC is DRB1_0401 with pseudo-sequence DRB1_0401. The binding affinity (normalized) is 0.627. (3) The peptide sequence is LSVTEQSEFYFPRAP. The MHC is DRB1_1501 with pseudo-sequence DRB1_1501. The binding affinity (normalized) is 0.212. (4) The peptide sequence is YKLGPSPKARSERPA. The MHC is DRB1_0101 with pseudo-sequence DRB1_0101. The binding affinity (normalized) is 0.713. (5) The peptide sequence is FHGSDGCWYPMEIRP. The MHC is HLA-DQA10201-DQB10301 with pseudo-sequence HLA-DQA10201-DQB10301. The binding affinity (normalized) is 0.280.